From a dataset of Full USPTO retrosynthesis dataset with 1.9M reactions from patents (1976-2016). Predict the reactants needed to synthesize the given product. (1) Given the product [Cl:1][C:2]1[CH:7]=[CH:6][C:5]([C:8]2([CH2:26][NH2:27])[CH2:9][CH2:10][N:11]([C:14]3[CH:19]=[CH:18][N:17]=[C:16]4[NH:23][CH:24]=[CH:25][C:15]=34)[CH2:12][CH2:13]2)=[CH:4][CH:3]=1, predict the reactants needed to synthesize it. The reactants are: [Cl:1][C:2]1[CH:7]=[CH:6][C:5]([C:8]2([CH2:26][N:27]3C(=O)C4C(=CC=CC=4)C3=O)[CH2:13][CH2:12][N:11]([C:14]3[C:19](C(O)=O)=[CH:18][N:17]=[C:16]4[NH:23][CH:24]=[CH:25][C:15]=34)[CH2:10][CH2:9]2)=[CH:4][CH:3]=1. (2) Given the product [F:17][C:18]1[CH:26]=[CH:25][CH:24]=[C:23]([F:27])[C:19]=1[C:20]([NH:12][C:10]1[S:11][C:7]([C:6]2[N:2]([CH3:1])[N:3]=[C:4]([C:13]([F:16])([F:14])[F:15])[CH:5]=2)=[CH:8][N:9]=1)=[O:21], predict the reactants needed to synthesize it. The reactants are: [CH3:1][N:2]1[C:6]([C:7]2[S:11][C:10]([NH2:12])=[N:9][CH:8]=2)=[CH:5][C:4]([C:13]([F:16])([F:15])[F:14])=[N:3]1.[F:17][C:18]1[CH:26]=[CH:25][CH:24]=[C:23]([F:27])[C:19]=1[C:20](Cl)=[O:21].CCN(C(C)C)C(C)C. (3) The reactants are: [CH3:1][C@@H:2]1[N:13]([CH3:14])[C:12](=[O:15])[C@H:11]([CH2:16][C:17](O)=[O:18])[CH2:10][CH:9]=[CH:8][CH2:7][CH2:6][C:5](=[O:20])[O:4][C@@H:3]1[C:21]1[CH:26]=[CH:25][CH:24]=[CH:23][CH:22]=1.[CH2:27]([O:29][CH2:30][CH2:31][NH2:32])[CH3:28].CO.C(Cl)Cl. Given the product [CH3:1][C@@H:2]1[N:13]([CH3:14])[C:12](=[O:15])[C@H:11]([CH2:16][C:17]([NH:32][CH2:31][CH2:30][O:29][CH2:27][CH3:28])=[O:18])[CH2:10][CH:9]=[CH:8][CH2:7][CH2:6][C:5](=[O:20])[O:4][C@@H:3]1[C:21]1[CH:22]=[CH:23][CH:24]=[CH:25][CH:26]=1, predict the reactants needed to synthesize it. (4) Given the product [CH2:2]([N:8]1[CH2:13][CH:12]2[CH:10]([C:11]2([C:15]2[CH:16]=[C:17]([C:18](=[NH:19])[O:26][CH2:24][CH3:25])[CH:20]=[CH:21][CH:22]=2)[CH3:14])[C:9]1=[O:23])[CH2:3][CH2:4][CH2:5][CH2:6][CH3:7], predict the reactants needed to synthesize it. The reactants are: Cl.[CH2:2]([N:8]1[CH2:13][CH:12]2[CH:10]([C:11]2([C:15]2[CH:16]=[C:17]([CH:20]=[CH:21][CH:22]=2)[C:18]#[N:19])[CH3:14])[C:9]1=[O:23])[CH2:3][CH2:4][CH2:5][CH2:6][CH3:7].[CH2:24]([OH:26])[CH3:25].